This data is from Reaction yield outcomes from USPTO patents with 853,638 reactions. The task is: Predict the reaction yield, written as a fraction of the theoretical maximum amount of product (1.0 means a 100% yield; for example, 0.34 means a 34% yield). (1) The reactants are [F:1][C:2](F)(F)[C:3](O)=O.FC(F)(F)C(O)=O.[N+:15]([C:18]1[CH:19]=[CH:20][C:21]([O:24][C@@H:25]2[CH2:29][CH2:28][NH:27][CH2:26]2)=[N:22][CH:23]=1)([O-:17])=[O:16].BrCCF.C([O-])([O-])=O.[K+].[K+]. The catalyst is CN(C=O)C. The product is [F:1][CH2:2][CH2:3][N:27]1[CH2:28][CH2:29][C@@H:25]([O:24][C:21]2[CH:20]=[CH:19][C:18]([N+:15]([O-:17])=[O:16])=[CH:23][N:22]=2)[CH2:26]1. The yield is 1.00. (2) The reactants are [C:1]([O-:4])(O)=O.[Na+].O.[CH:7]12[C:13]([CH3:15])([CH3:14])[CH:12]1[CH2:11][CH2:10][C:9](C)=[CH:8]2.ClC1C=CC=C(C(OO)=O)C=1. The catalyst is C(Cl)Cl. The product is [CH3:14][C:13]1([CH3:15])[CH:7]2[CH:1]3[O:4][C:9]3([CH3:8])[CH2:10][CH2:11][CH:12]12. The yield is 0.950. (3) The reactants are [H-].[Na+].[O:3]=[C:4]([CH2:11][CH2:12][CH3:13])[CH2:5][C:6]([O:8][CH2:9][CH3:10])=[O:7].Br[CH2:15][C:16]1[CH:21]=[CH:20][C:19]([C:22]2[C:23]([C:28]#[N:29])=[CH:24][CH:25]=[CH:26][CH:27]=2)=[C:18]([N+:30]([O-:32])=[O:31])[CH:17]=1.Cl. The catalyst is O1CCCC1. The product is [C:28]([C:23]1[CH:24]=[CH:25][CH:26]=[CH:27][C:22]=1[C:19]1[CH:20]=[CH:21][C:16]([CH2:15][CH:5]([C:4](=[O:3])[CH2:11][CH2:12][CH3:13])[C:6]([O:8][CH2:9][CH3:10])=[O:7])=[CH:17][C:18]=1[N+:30]([O-:32])=[O:31])#[N:29]. The yield is 0.820.